This data is from Full USPTO retrosynthesis dataset with 1.9M reactions from patents (1976-2016). The task is: Predict the reactants needed to synthesize the given product. (1) Given the product [CH3:25][C:26]1[CH:27]=[CH:28][C:29]([N:35]2[N:39]=[CH:38][CH:37]=[N:36]2)=[C:30]([CH:34]=1)[C:31]([NH:1][C@@H:2]([CH3:7])[CH2:3][C:4]([O:6][CH3:8])=[O:5])=[O:32], predict the reactants needed to synthesize it. The reactants are: [NH2:1][C@@H:2]([CH3:7])[CH2:3][C:4]([OH:6])=[O:5].[CH2:8]1COCC1.[N+](=C[Si](C)(C)C)=[N-].CCOCC.[CH3:25][C:26]1[CH:27]=[CH:28][C:29]([N:35]2[N:39]=[CH:38][CH:37]=[N:36]2)=[C:30]([CH:34]=1)[C:31](O)=[O:32]. (2) Given the product [CH3:22][O:23][C:24]([C:26]1[S:27][C:28]([C:48]([CH3:54])=[CH:49][CH:50]=[CH:51][CH:52]=[CH2:53])=[CH:29][C:30]=1[N:31]([CH:32]1[CH2:37][CH2:36][N:35]([CH2:38][C:39]2[CH:40]=[CH:41][C:42]([O:45][CH3:46])=[CH:43][CH:44]=2)[C:34](=[O:47])[CH2:33]1)[C:8]([CH:5]1[CH2:4][CH2:3][CH:2]([CH3:1])[CH2:7][CH2:6]1)=[O:10])=[O:25], predict the reactants needed to synthesize it. The reactants are: [CH3:1][C@H:2]1[CH2:7][CH2:6][C@H:5]([C:8]([OH:10])=O)[CH2:4][CH2:3]1.C(Cl)(=O)C(Cl)=O.CN(C)C=O.[CH3:22][O:23][C:24]([C:26]1[S:27][C:28]([C:48]([CH3:54])=[CH:49][CH:50]=[CH:51][CH:52]=[CH2:53])=[CH:29][C:30]=1[NH:31][CH:32]1[CH2:37][CH2:36][N:35]([CH2:38][C:39]2[CH:44]=[CH:43][C:42]([O:45][CH3:46])=[CH:41][CH:40]=2)[C:34](=[O:47])[CH2:33]1)=[O:25]. (3) Given the product [Cl:24][C:16]1[CH:17]=[C:18]([CH:22]=[CH:23][C:15]=1[N:8]1[C:9]2[C:14](=[CH:13][CH:12]=[CH:11][CH:10]=2)[C:6]([CH:3]([OH:5])[CH3:4])=[CH:7]1)[C:19]([NH2:21])=[O:20], predict the reactants needed to synthesize it. The reactants are: [BH4-].[Na+].[C:3]([C:6]1[C:14]2[C:9](=[CH:10][CH:11]=[CH:12][CH:13]=2)[N:8]([C:15]2[CH:23]=[CH:22][C:18]([C:19]([NH2:21])=[O:20])=[CH:17][C:16]=2[Cl:24])[CH:7]=1)(=[O:5])[CH3:4]. (4) Given the product [CH3:1][O:2][C:3](=[O:47])[C:4]1[C:9]([OH:10])=[CH:8][CH:7]=[CH:6][C:5]=1[O:11][CH2:12][CH2:13][CH2:14][CH2:15][NH:16][C:17](=[O:46])[CH:18]([NH:42][C:43](=[O:45])[CH3:44])[CH2:19][C:20]1[CH:25]=[CH:24][C:23]([N:26]2[CH2:30][C:29](=[O:31])[NH:28][S:27]2(=[O:32])=[O:33])=[C:22]([OH:34])[CH:21]=1, predict the reactants needed to synthesize it. The reactants are: [CH3:1][O:2][C:3](=[O:47])[C:4]1[C:9]([OH:10])=[CH:8][CH:7]=[CH:6][C:5]=1[O:11][CH2:12][CH2:13][CH2:14][CH2:15][NH:16][C:17](=[O:46])/[C:18](/[NH:42][C:43](=[O:45])[CH3:44])=[CH:19]\[C:20]1[CH:25]=[CH:24][C:23]([N:26]2[CH2:30][C:29](=[O:31])[NH:28][S:27]2(=[O:33])=[O:32])=[C:22]([O:34]CC2C=CC=CC=2)[CH:21]=1. (5) The reactants are: [Br:1][C:2]1[CH:3]=[C:4]([N+:9]([O-:11])=[O:10])[C:5]([OH:8])=[N:6][CH:7]=1.[CH3:12]N(C=O)C.C(=O)([O-])[O-].[K+].[K+].CI. Given the product [Br:1][C:2]1[CH:3]=[C:4]([N+:9]([O-:11])=[O:10])[C:5](=[O:8])[N:6]([CH3:12])[CH:7]=1, predict the reactants needed to synthesize it. (6) Given the product [CH2:16]([N:12]1[C:13]2[C:8](=[C:7]([C:24]#[N:25])[N:6]=[C:5]([C:3]([NH:26][CH2:27][C:28]([OH:30])=[O:29])=[O:4])[C:14]=2[OH:15])[CH:9]=[CH:10][C:11]1=[O:23])[C:17]1[CH:22]=[CH:21][CH:20]=[CH:19][CH:18]=1, predict the reactants needed to synthesize it. The reactants are: CO[C:3]([C:5]1[C:14]([OH:15])=[C:13]2[C:8]([CH:9]=[CH:10][C:11](=[O:23])[N:12]2[CH2:16][C:17]2[CH:22]=[CH:21][CH:20]=[CH:19][CH:18]=2)=[C:7]([C:24]#[N:25])[N:6]=1)=[O:4].[NH2:26][CH2:27][C:28]([OH:30])=[O:29].C[O-].[Na+]. (7) The reactants are: FC(F)(F)S(O[C:7]1[CH:8]=[CH:9][C:10]2[N:11]([N:13]=[CH:14][C:15]=2[C:16]2[CH:21]=[CH:20][N:19]=[C:18]([NH:22][CH:23]3[CH2:25][CH2:24]3)[N:17]=2)[N:12]=1)(=O)=O.[Cl:28][C:29]1[CH:34]=[CH:33][CH:32]=[CH:31][C:30]=1B(O)O.C([O-])([O-])=O.[Na+].[Na+].O. Given the product [Cl:28][C:29]1[CH:34]=[CH:33][CH:32]=[CH:31][C:30]=1[C:7]1[CH:8]=[CH:9][C:10]2[N:11]([N:13]=[CH:14][C:15]=2[C:16]2[CH:21]=[CH:20][N:19]=[C:18]([NH:22][CH:23]3[CH2:25][CH2:24]3)[N:17]=2)[N:12]=1, predict the reactants needed to synthesize it.